This data is from Forward reaction prediction with 1.9M reactions from USPTO patents (1976-2016). The task is: Predict the product of the given reaction. (1) Given the reactants [CH3:1][C:2]([O-])(C)C.[K+].[CH3:7][C:8]1[C:9]([C:23]([O:25][CH3:26])=[O:24])=[CH:10][S:11][C:12]=1[C:13](=O)[CH2:14][CH2:15][N:16]1[CH2:21][CH2:20][O:19][CH2:18][CH2:17]1, predict the reaction product. The product is: [CH3:7][C:8]1[C:9]([C:23]([O:25][CH3:26])=[O:24])=[CH:10][S:11][C:12]=1/[C:13](/[CH2:14][CH2:15][N:16]1[CH2:21][CH2:20][O:19][CH2:18][CH2:17]1)=[CH:1]\[CH3:2]. (2) Given the reactants O=C1CCC(=O)N1O[C:9]([C:11]1[O:15][C:14]([C:16]2[CH:21]=[CH:20][CH:19]=[CH:18][C:17]=2[Br:22])=[N:13][C:12]=1[CH2:23][CH2:24][CH3:25])=[O:10].[CH:26]1([N:29]([CH3:37])[C:30]2[CH:35]=[CH:34][C:33]([NH2:36])=[CH:32][N:31]=2)[CH2:28][CH2:27]1, predict the reaction product. The product is: [CH:26]1([N:29]([CH3:37])[C:30]2[N:31]=[CH:32][C:33]([NH:36][C:9]([C:11]3[O:15][C:14]([C:16]4[CH:21]=[CH:20][CH:19]=[CH:18][C:17]=4[Br:22])=[N:13][C:12]=3[CH2:23][CH2:24][CH3:25])=[O:10])=[CH:34][CH:35]=2)[CH2:28][CH2:27]1. (3) Given the reactants [CH2:1]([O:8][C:9]([NH:11][C@H:12]1[C@H:16]([OH:17])[CH2:15][N:14](C(OC(C)(C)C)=O)[CH2:13]1)=[O:10])[C:2]1[CH:7]=[CH:6][CH:5]=[CH:4][CH:3]=1.[ClH:25], predict the reaction product. The product is: [ClH:25].[OH:17][C@@H:16]1[CH2:15][NH:14][CH2:13][C@H:12]1[NH:11][C:9](=[O:10])[O:8][CH2:1][C:2]1[CH:3]=[CH:4][CH:5]=[CH:6][CH:7]=1. (4) Given the reactants C(OC([N:8]1[CH2:13][CH2:12][N:11]([C:14]2[C:15]3[C:30]([O:31][CH3:32])=[CH:29][N:28]=[CH:27][C:16]=3[N:17]=[C:18]([C:20]3[CH:25]=[CH:24][N:23]=[C:22](Cl)[CH:21]=3)[N:19]=2)[CH2:10][CH2:9]1)=O)(C)(C)C.[F:33][C:34]1[CH:39]=[C:38]([F:40])[C:37]([F:41])=[CH:36][C:35]=1[NH2:42], predict the reaction product. The product is: [CH3:32][O:31][C:30]1[C:15]2[C:14]([N:11]3[CH2:12][CH2:13][NH:8][CH2:9][CH2:10]3)=[N:19][C:18]([C:20]3[CH:25]=[CH:24][N:23]=[C:22]([NH:42][C:35]4[CH:36]=[C:37]([F:41])[C:38]([F:40])=[CH:39][C:34]=4[F:33])[CH:21]=3)=[N:17][C:16]=2[CH:27]=[N:28][CH:29]=1.